From a dataset of Catalyst prediction with 721,799 reactions and 888 catalyst types from USPTO. Predict which catalyst facilitates the given reaction. (1) Reactant: [N-:1]=[N+:2]=[N-:3].[Na+].Cl[C:6]1[CH:15]=[C:14]([CH2:16][CH2:17][C:18]2[CH:23]=[CH:22][CH:21]=[C:20]([Cl:24])[CH:19]=2)[C:13]2[C:8](=[CH:9][CH:10]=[C:11]([C:25]([C:33]3[CH:38]=[CH:37][C:36]([Cl:39])=[CH:35][CH:34]=3)([C:27]3[N:31]([CH3:32])[CH:30]=[N:29][CH:28]=3)[OH:26])[CH:12]=2)[N:7]=1.O. Product: [Cl:39][C:36]1[CH:37]=[CH:38][C:33]([C:25]([C:27]2[N:31]([CH3:32])[CH:30]=[N:29][CH:28]=2)([C:11]2[CH:12]=[C:13]3[C:8](=[CH:9][CH:10]=2)[N:1]2[N:2]=[N:3][N:7]=[C:6]2[CH:15]=[C:14]3[CH2:16][CH2:17][C:18]2[CH:23]=[CH:22][CH:21]=[C:20]([Cl:24])[CH:19]=2)[OH:26])=[CH:34][CH:35]=1. The catalyst class is: 3. (2) Reactant: [Cl:1][C:2]1[CH:3]=[C:4]([C:12]2[O:16][N:15]=[C:14]([C:17]3[CH:22]=[CH:21][C:20]([NH:23][C@H:24]4[CH2:28][CH2:27][C@@H:26]([C:29]([O:31]CC)=[O:30])[CH2:25]4)=[CH:19][CH:18]=3)[N:13]=2)[CH:5]=[N:6][C:7]=1[O:8][CH:9]([CH3:11])[CH3:10].[OH-].[K+].Cl. Product: [Cl:1][C:2]1[CH:3]=[C:4]([C:12]2[O:16][N:15]=[C:14]([C:17]3[CH:18]=[CH:19][C:20]([NH:23][C@H:24]4[CH2:28][CH2:27][C@@H:26]([C:29]([OH:31])=[O:30])[CH2:25]4)=[CH:21][CH:22]=3)[N:13]=2)[CH:5]=[N:6][C:7]=1[O:8][CH:9]([CH3:10])[CH3:11]. The catalyst class is: 12. (3) Reactant: [OH:1][C:2]1[CH:3]=[C:4]([CH2:8][C:9](O)=[O:10])[CH:5]=[CH:6][CH:7]=1.O. Product: [OH:1][C:2]1[CH:3]=[C:4]([CH2:8][CH2:9][OH:10])[CH:5]=[CH:6][CH:7]=1. The catalyst class is: 7. (4) Product: [OH:14][CH:13]([C:15]1[CH:16]=[C:17]2[C:22](=[CH:23][CH:24]=1)[NH:21][C:20](=[O:25])[CH2:19][CH2:18]2)[CH2:12][N:9]1[CH2:10][CH2:11][C:6]([C:2]2[S:1][CH:5]=[CH:4][CH:3]=2)=[CH:7][CH2:8]1. The catalyst class is: 8. Reactant: [S:1]1[CH:5]=[CH:4][CH:3]=[C:2]1[C:6]1[CH2:11][CH2:10][N:9]([CH2:12][C:13]([C:15]2[CH:16]=[C:17]3[C:22](=[CH:23][CH:24]=2)[NH:21][C:20](=[O:25])[CH2:19][CH2:18]3)=[O:14])[CH2:8][CH:7]=1.[BH4-].[Na+]. (5) Reactant: [N:1]1([C:7]2[N:12]=[CH:11][C:10]([I:13])=[CH:9][N:8]=2)[CH2:6][CH2:5][NH:4][CH2:3][CH2:2]1.[C:14]1([C:20](Cl)([C:27]2[CH:32]=[CH:31][CH:30]=[CH:29][CH:28]=2)[C:21]2[CH:26]=[CH:25][CH:24]=[CH:23][CH:22]=2)[CH:19]=[CH:18][CH:17]=[CH:16][CH:15]=1.C(N(CC)CC)C. The catalyst class is: 2. Product: [C:14]1([C:20]([C:21]2[CH:22]=[CH:23][CH:24]=[CH:25][CH:26]=2)([C:27]2[CH:28]=[CH:29][CH:30]=[CH:31][CH:32]=2)[N:4]2[CH2:5][CH2:6][N:1]([C:7]3[N:8]=[CH:9][C:10]([I:13])=[CH:11][N:12]=3)[CH2:2][CH2:3]2)[CH:15]=[CH:16][CH:17]=[CH:18][CH:19]=1. (6) Reactant: [H-].[H-].[H-].[H-].[Li+].[Al+3].C([O:9][C:10]([C@H:12]1[C@H:17]([C:18]2[CH:23]=[CH:22][C:21]([F:24])=[CH:20][CH:19]=2)[CH2:16][C:15](=O)[N:14]([CH3:26])[C:13]1=O)=O)C. Product: [F:24][C:21]1[CH:22]=[CH:23][C:18]([C@@H:17]2[CH2:16][CH2:15][N:14]([CH3:26])[CH2:13][C@H:12]2[CH2:10][OH:9])=[CH:19][CH:20]=1. The catalyst class is: 1. (7) Product: [C:1]([N:5]1[CH2:10][CH2:9][CH:8]([CH2:11][CH2:12][O:13][C:14]2[CH:19]=[CH:18][C:17]([C:20]3[N:25]=[C:24]([C:26]#[N:27])[C:23]4[N:28]=[CH:29][N:30]([CH3:35])[C:22]=4[CH:21]=3)=[CH:16][C:15]=2[C:31]([F:32])([F:34])[F:33])[CH2:7][CH2:6]1)(=[O:3])[CH3:2]. The catalyst class is: 1. Reactant: [C:1](Cl)(=[O:3])[CH3:2].[NH:5]1[CH2:10][CH2:9][CH:8]([CH2:11][CH2:12][O:13][C:14]2[CH:19]=[CH:18][C:17]([C:20]3[N:25]=[C:24]([C:26]#[N:27])[C:23]4[N:28]=[CH:29][NH:30][C:22]=4[CH:21]=3)=[CH:16][C:15]=2[C:31]([F:34])([F:33])[F:32])[CH2:7][CH2:6]1.[CH:35](N(C(C)C)CC)(C)C. (8) Product: [Si:5]([O:22][CH2:21][CH2:20][CH2:19][C:15]1[S:14][CH:18]=[CH:17][N:16]=1)([C:2]([CH3:4])([CH3:3])[CH3:1])([CH3:7])[CH3:6]. The catalyst class is: 1. Reactant: [CH3:1][C:2]([Si:5](Cl)([CH3:7])[CH3:6])([CH3:4])[CH3:3].N1C=CN=C1.[S:14]1[CH:18]=[CH:17][N:16]=[C:15]1[CH2:19][CH2:20][CH2:21][OH:22]. (9) Reactant: [CH3:1][C:2]1([CH3:15])[O:14][C:6]2=[C:7]([CH3:13])[N:8]=[CH:9][C:10]([CH2:11][NH2:12])=[C:5]2[CH2:4][O:3]1.[C:16]([C:18]1[CH:19]=[C:20]([CH:24]=[CH:25][CH:26]=1)[C:21](O)=[O:22])#[N:17].Cl.CN(C)CCCN=C=NCC. Product: [C:16]([C:18]1[CH:19]=[C:20]([CH:24]=[CH:25][CH:26]=1)[C:21]([NH:12][CH2:11][C:10]1[CH:9]=[N:8][C:7]([CH3:13])=[C:6]2[O:14][C:2]([CH3:15])([CH3:1])[O:3][CH2:4][C:5]=12)=[O:22])#[N:17]. The catalyst class is: 9.